From a dataset of Catalyst prediction with 721,799 reactions and 888 catalyst types from USPTO. Predict which catalyst facilitates the given reaction. Reactant: C([O:3][C:4](=[O:21])[C:5]1[CH:17]=[C:16]([CH2:18][O:19][CH3:20])[CH:15]=[C:7]([C:8]([N:10]([CH3:14])[CH2:11][CH2:12][CH3:13])=[O:9])[CH:6]=1)C. Product: [CH3:20][O:19][CH2:18][C:16]1[CH:15]=[C:7]([C:8]([N:10]([CH3:14])[CH2:11][CH2:12][CH3:13])=[O:9])[CH:6]=[C:5]([CH:17]=1)[C:4]([OH:21])=[O:3]. The catalyst class is: 611.